This data is from Reaction yield outcomes from USPTO patents with 853,638 reactions. The task is: Predict the reaction yield, written as a fraction of the theoretical maximum amount of product (1.0 means a 100% yield; for example, 0.34 means a 34% yield). (1) The reactants are Cl[C:2]1[N:7]=[C:6]2[CH:8]=[N:9][CH:10]=[CH:11][C:5]2=[N:4][C:3]=1[N:12]1[CH2:17][CH2:16][CH:15]([O:18][C:19]2[CH:24]=[CH:23][C:22]([F:25])=[CH:21][C:20]=2[F:26])[CH2:14][CH2:13]1.[CH3:27][CH:28]([NH2:30])[CH3:29].CCN(C(C)C)C(C)C. The catalyst is O1CCOCC1. The product is [F:26][C:20]1[CH:21]=[C:22]([F:25])[CH:23]=[CH:24][C:19]=1[O:18][CH:15]1[CH2:16][CH2:17][N:12]([C:3]2[N:4]=[C:5]3[CH:11]=[CH:10][N:9]=[CH:8][C:6]3=[N:7][C:2]=2[NH:30][CH:28]([CH3:29])[CH3:27])[CH2:13][CH2:14]1. The yield is 0.710. (2) The reactants are [OH-].[Na+].[N+](C1C=CC(C([O:12][C@H:13]2[CH2:17][C@H:16]([C:18](=[O:33])[NH:19][C:20]3[CH:25]=[CH:24][C:23]([N:26]4[CH2:31][CH2:30][O:29][CH2:28][C:27]4=[O:32])=[CH:22][CH:21]=3)[N:15]([C:34](=[O:43])[NH:35][C:36]3[CH:41]=[CH:40][C:39]([Cl:42])=[CH:38][CH:37]=3)[CH2:14]2)=O)=CC=1)([O-])=O. The catalyst is CO. The product is [Cl:42][C:39]1[CH:40]=[CH:41][C:36]([NH:35][C:34]([N:15]2[CH2:14][C@@H:13]([OH:12])[CH2:17][C@@H:16]2[C:18]([NH:19][C:20]2[CH:25]=[CH:24][C:23]([N:26]3[CH2:31][CH2:30][O:29][CH2:28][C:27]3=[O:32])=[CH:22][CH:21]=2)=[O:33])=[O:43])=[CH:37][CH:38]=1. The yield is 0.930. (3) The reactants are O=C1C2C=CC=CC=2C(=O)[N:3]1[CH2:12][C@H:13]([NH:21][C:22]([NH:24][NH:25][C:26]([C:28]1[CH:33]=[CH:32][C:31]2[CH:34]=[N:35][CH:36]=[C:37]([CH:38]([CH3:40])[CH3:39])[C:30]=2[N:29]=1)=O)=[S:23])[CH2:14][C:15]1[CH:20]=[CH:19][CH:18]=[CH:17][CH:16]=1.N[C@H](CC1C=CC=CC=1)CN1C(=O)C2C=CC=CC=2C1=O.C(N(CC)CC)C.N1C=CC=CC=1OC(OC1C=CC=CN=1)=S.CC(C1C2N=C(C(NN)=O)C=CC=2C=NC=1)C. No catalyst specified. The product is [NH2:3][CH2:12][C@H:13]([NH:21][C:22]1[S:23][C:26]([C:28]2[CH:33]=[CH:32][C:31]3[CH:34]=[N:35][CH:36]=[C:37]([CH:38]([CH3:40])[CH3:39])[C:30]=3[N:29]=2)=[N:25][N:24]=1)[CH2:14][C:15]1[CH:20]=[CH:19][CH:18]=[CH:17][CH:16]=1. The yield is 0.680. (4) The reactants are [Cl:1][C:2]1[CH:7]=[CH:6][C:5]([CH3:8])=[CH:4][C:3]=1[O:9][CH3:10].C1C(=O)N([Br:18])C(=O)C1.CC(N=NC(C#N)(C)C)(C#N)C. The catalyst is C(Cl)(Cl)(Cl)Cl. The product is [Br:18][CH2:8][C:5]1[CH:6]=[CH:7][C:2]([Cl:1])=[C:3]([O:9][CH3:10])[CH:4]=1. The yield is 0.920. (5) The product is [F:1][C:2]1[CH:3]=[C:4]([C@@:8]23[O:35][CH2:34][O:33][C@@H:9]2[CH2:10][N:11]([C:14]([C:16]2[N:17]=[C:18]([O:31][CH3:32])[C:19]([O:22][CH2:23][CH:24]4[CH:29]5[CH:25]4[CH2:26][C:27](=[O:30])[CH2:28]5)=[CH:20][CH:21]=2)=[O:15])[CH2:12][CH2:13]3)[CH:5]=[CH:6][CH:7]=1. The yield is 0.800. The reactants are [F:1][C:2]1[CH:3]=[C:4]([C@@:8]23[O:35][CH2:34][O:33][C@@H:9]2[CH2:10][N:11]([C:14]([C:16]2[CH:21]=[CH:20][C:19]([O:22][CH2:23][CH:24]4[CH:29]5[CH:25]4[CH2:26][CH:27]([OH:30])[CH2:28]5)=[C:18]([O:31][CH3:32])[N:17]=2)=[O:15])[CH2:12][CH2:13]3)[CH:5]=[CH:6][CH:7]=1.CC(OI1(OC(C)=O)(OC(C)=O)OC(=O)C2C=CC=CC1=2)=O. The catalyst is ClCCl. (6) The reactants are [ClH:1].Cl.C([S:6][CH:7]1[CH2:12][CH2:11][N:10]([CH:13]([C:19]2[CH:24]=[CH:23][CH:22]=[CH:21][C:20]=2[F:25])[C:14]([CH:16]2[CH2:18][CH2:17]2)=[O:15])[CH2:9]/[C:8]/1=[CH:26]\[C:27]1[N:28]([CH2:32][C:33]([O:35][CH2:36][CH3:37])=[O:34])[CH:29]=[CH:30][N:31]=1)(=O)C. The catalyst is C(O)C. The product is [ClH:1].[CH:16]1([C:14](=[O:15])[CH:13]([N:10]2[CH2:11][CH2:12][CH:7]([SH:6])/[C:8](=[CH:26]/[C:27]3[N:28]([CH2:32][C:33]([O:35][CH2:36][CH3:37])=[O:34])[CH:29]=[CH:30][N:31]=3)/[CH2:9]2)[C:19]2[CH:24]=[CH:23][CH:22]=[CH:21][C:20]=2[F:25])[CH2:18][CH2:17]1. The yield is 0.470. (7) The reactants are [N:1]12[CH2:8][CH2:7][C:4]([C:9]([C:17]3[CH:22]=[CH:21][CH:20]=[CH:19][CH:18]=3)([C:11]3[CH:16]=[CH:15][CH:14]=[CH:13][CH:12]=3)[OH:10])([CH2:5][CH2:6]1)[CH2:3][CH2:2]2.[C:23]1([O:29][CH2:30][CH2:31][CH2:32][Br:33])[CH:28]=[CH:27][CH:26]=[CH:25][CH:24]=1. The catalyst is CC#N. The product is [Br-:33].[OH:10][C:9]([C:17]1[CH:22]=[CH:21][CH:20]=[CH:19][CH:18]=1)([C:11]1[CH:12]=[CH:13][CH:14]=[CH:15][CH:16]=1)[C:4]12[CH2:5][CH2:6][N+:1]([CH2:32][CH2:31][CH2:30][O:29][C:23]3[CH:28]=[CH:27][CH:26]=[CH:25][CH:24]=3)([CH2:2][CH2:3]1)[CH2:8][CH2:7]2. The yield is 0.860.